Task: Regression. Given two drug SMILES strings and cell line genomic features, predict the synergy score measuring deviation from expected non-interaction effect.. Dataset: NCI-60 drug combinations with 297,098 pairs across 59 cell lines (1) Drug 1: CC1C(C(=O)NC(C(=O)N2CCCC2C(=O)N(CC(=O)N(C(C(=O)O1)C(C)C)C)C)C(C)C)NC(=O)C3=C4C(=C(C=C3)C)OC5=C(C(=O)C(=C(C5=N4)C(=O)NC6C(OC(=O)C(N(C(=O)CN(C(=O)C7CCCN7C(=O)C(NC6=O)C(C)C)C)C)C(C)C)C)N)C. Drug 2: CC1C(C(CC(O1)OC2CC(CC3=C2C(=C4C(=C3O)C(=O)C5=C(C4=O)C(=CC=C5)OC)O)(C(=O)CO)O)N)O.Cl. Cell line: SN12C. Synergy scores: CSS=42.4, Synergy_ZIP=5.23, Synergy_Bliss=7.46, Synergy_Loewe=6.65, Synergy_HSA=7.50. (2) Drug 1: CC12CCC3C(C1CCC2=O)CC(=C)C4=CC(=O)C=CC34C. Drug 2: CCC1=C2CN3C(=CC4=C(C3=O)COC(=O)C4(CC)O)C2=NC5=C1C=C(C=C5)O. Cell line: A549. Synergy scores: CSS=30.8, Synergy_ZIP=-5.61, Synergy_Bliss=-0.658, Synergy_Loewe=-7.50, Synergy_HSA=2.18. (3) Drug 1: C1=NC2=C(N1)C(=S)N=CN2. Drug 2: CS(=O)(=O)OCCCCOS(=O)(=O)C. Cell line: SF-539. Synergy scores: CSS=33.0, Synergy_ZIP=-0.604, Synergy_Bliss=0.415, Synergy_Loewe=-15.9, Synergy_HSA=0.464. (4) Drug 1: C1CC(C1)(C(=O)O)C(=O)O.[NH2-].[NH2-].[Pt+2]. Drug 2: C1CCC(C(C1)N)N.C(=O)(C(=O)[O-])[O-].[Pt+4]. Cell line: RPMI-8226. Synergy scores: CSS=43.2, Synergy_ZIP=16.0, Synergy_Bliss=14.9, Synergy_Loewe=-26.8, Synergy_HSA=10.2. (5) Drug 1: CC1=C(C=C(C=C1)NC2=NC=CC(=N2)N(C)C3=CC4=NN(C(=C4C=C3)C)C)S(=O)(=O)N.Cl. Drug 2: CC1=C(C=C(C=C1)NC(=O)C2=CC=C(C=C2)CN3CCN(CC3)C)NC4=NC=CC(=N4)C5=CN=CC=C5. Cell line: OVCAR-4. Synergy scores: CSS=3.10, Synergy_ZIP=-1.24, Synergy_Bliss=0.854, Synergy_Loewe=0.336, Synergy_HSA=0.408. (6) Drug 1: C1=CC(=CC=C1CCC2=CNC3=C2C(=O)NC(=N3)N)C(=O)NC(CCC(=O)O)C(=O)O. Drug 2: CC1=C(C=C(C=C1)C(=O)NC2=CC(=CC(=C2)C(F)(F)F)N3C=C(N=C3)C)NC4=NC=CC(=N4)C5=CN=CC=C5. Cell line: NCI-H460. Synergy scores: CSS=32.4, Synergy_ZIP=1.11, Synergy_Bliss=-3.32, Synergy_Loewe=-8.26, Synergy_HSA=-1.72.